Dataset: Full USPTO retrosynthesis dataset with 1.9M reactions from patents (1976-2016). Task: Predict the reactants needed to synthesize the given product. (1) Given the product [C:21]([O:20][C:18]([NH:11][C@@H:7]([C:6]1[CH:5]=[CH:4][C:3]([OH:12])=[CH:2][CH:1]=1)[C:8]([OH:10])=[O:9])=[O:19])([CH3:24])([CH3:23])[CH3:22], predict the reactants needed to synthesize it. The reactants are: [CH:1]1[C:6]([C@H:7]([NH2:11])[C:8]([OH:10])=[O:9])=[CH:5][CH:4]=[C:3]([OH:12])[CH:2]=1.C(=O)([O-])O.[Na+].[C:18](O[C:18]([O:20][C:21]([CH3:24])([CH3:23])[CH3:22])=[O:19])([O:20][C:21]([CH3:24])([CH3:23])[CH3:22])=[O:19]. (2) Given the product [Si:20]([O:21][C@@H:22]1[C:30]2[C:25](=[C:26]([C:2]3[S:6][C:5]([C:7]4[CH:8]=[CH:9][C:10]([F:15])=[C:11]([CH:14]=4)[C:12]#[N:13])=[N:4][CH:3]=3)[CH:27]=[CH:28][CH:29]=2)[CH2:24][CH2:23]1)([C:16]([CH3:19])([CH3:18])[CH3:17])([CH3:41])[CH3:40], predict the reactants needed to synthesize it. The reactants are: Br[C:2]1[S:6][C:5]([C:7]2[CH:8]=[CH:9][C:10]([F:15])=[C:11]([CH:14]=2)[C:12]#[N:13])=[N:4][CH:3]=1.[C:16]([Si:20]([CH3:41])([CH3:40])[O:21][C@@H:22]1[C:30]2[C:25](=[C:26](B3OC(C)(C)C(C)(C)O3)[CH:27]=[CH:28][CH:29]=2)[CH2:24][CH2:23]1)([CH3:19])([CH3:18])[CH3:17].C(=O)([O-])[O-].[K+].[K+].N#N. (3) Given the product [F:1][C:2]1[N:10]=[C:9]([F:11])[CH:8]=[CH:7][C:3]=1[C:4]([NH:18][CH2:17][C:13]1[S:12][CH:16]=[CH:15][CH:14]=1)=[O:6], predict the reactants needed to synthesize it. The reactants are: [F:1][C:2]1[N:10]=[C:9]([F:11])[CH:8]=[CH:7][C:3]=1[C:4]([OH:6])=O.[S:12]1[CH:16]=[CH:15][CH:14]=[C:13]1[CH2:17][NH2:18].CCCCCC.CC(=O)OCC. (4) Given the product [CH3:25][N:26]([CH3:27])/[CH:7]=[CH:6]/[C:9]1[C:14]([C:15]([O:17][CH2:18][CH3:19])=[O:16])=[C:13]([CH3:20])[N:12]=[C:11]([S:21][CH3:22])[N:10]=1, predict the reactants needed to synthesize it. The reactants are: COC1C=[CH:7][C:6]([C:9]2[C:14]([C:15]([O:17][CH2:18][CH3:19])=[O:16])=[C:13]([CH3:20])[N:12]=[C:11]([S:21][CH3:22])[N:10]=2)=CC=1.CO[CH:25](OC)[N:26](C)[CH3:27].